Task: Predict the product of the given reaction.. Dataset: Forward reaction prediction with 1.9M reactions from USPTO patents (1976-2016) The product is: [CH3:15][O:14][C:11]1[CH:10]=[CH:9][C:8]([C:6]2[N:7]=[C:2]([NH:36][C:33]3[CH:34]=[CH:35][C:30]([N:29]([CH3:37])[CH3:28])=[CH:31][CH:32]=3)[C:3]3[NH:18][N:17]=[CH:16][C:4]=3[N:5]=2)=[CH:13][CH:12]=1. Given the reactants Cl[C:2]1[C:3]2[C:4](=[CH:16][N:17](CC3C=CC(OC)=CC=3)[N:18]=2)[N:5]=[C:6]([C:8]2[CH:13]=[CH:12][C:11]([O:14][CH3:15])=[CH:10][CH:9]=2)[N:7]=1.[CH3:28][N:29]([CH3:37])[C:30]1[CH:35]=[CH:34][C:33]([NH2:36])=[CH:32][CH:31]=1.Cl, predict the reaction product.